This data is from Peptide-MHC class II binding affinity with 134,281 pairs from IEDB. The task is: Regression. Given a peptide amino acid sequence and an MHC pseudo amino acid sequence, predict their binding affinity value. This is MHC class II binding data. (1) The peptide sequence is IDLTKIDRCFQLRGNGV. The MHC is DRB3_0101 with pseudo-sequence DRB3_0101. The binding affinity (normalized) is 0.197. (2) The peptide sequence is GVGPIGPPGERGAPGNR. The MHC is HLA-DQA10301-DQB10302 with pseudo-sequence HLA-DQA10301-DQB10302. The binding affinity (normalized) is 0. (3) The binding affinity (normalized) is 0.216. The MHC is HLA-DQA10102-DQB10602 with pseudo-sequence HLA-DQA10102-DQB10602. The peptide sequence is AFASGFRAINPTMRQ.